Task: Predict the reaction yield, written as a fraction of the theoretical maximum amount of product (1.0 means a 100% yield; for example, 0.34 means a 34% yield).. Dataset: Reaction yield outcomes from USPTO patents with 853,638 reactions (1) The catalyst is C1C=CC=CC=1. The yield is 0.730. The reactants are [I:1][C:2]1[CH:3]=[N:4][NH:5][CH:6]=1.[CH:7]([O:9][CH2:10][CH3:11])=[CH2:8].Cl. The product is [CH2:7]([O:9][CH:10]([N:4]1[CH:3]=[C:2]([I:1])[CH:6]=[N:5]1)[CH3:11])[CH3:8]. (2) The reactants are C([O:3][C:4](=[O:22])[C:5]1[CH:17]=[C:16]([O:18][CH:19]([CH3:21])[CH3:20])[CH:15]=[C:7]([C:8]([N:10]([CH3:14])[CH2:11][CH2:12][CH3:13])=[O:9])[CH:6]=1)C. The catalyst is [OH-].[Li+].C1COCC1.O. The product is [CH:19]([O:18][C:16]1[CH:15]=[C:7]([C:8]([N:10]([CH3:14])[CH2:11][CH2:12][CH3:13])=[O:9])[CH:6]=[C:5]([CH:17]=1)[C:4]([OH:22])=[O:3])([CH3:21])[CH3:20]. The yield is 0.870. (3) The reactants are [CH3:1][C:2]1[CH:6]=[C:5]([CH3:7])[N:4]([C:8]2[CH:9]=[C:10]([CH:25]=[CH:26][CH:27]=2)[O:11][C:12]2[CH:24]=[CH:23][C:22]3[C:21]4[C:16](=[CH:17][CH:18]=[CH:19][CH:20]=4)[NH:15][C:14]=3[CH:13]=2)[N:3]=1.Br[C:29]1[CH:34]=[C:33]([F:35])[CH:32]=[CH:31][N:30]=1. No catalyst specified. The product is [CH3:1][C:2]1[CH:6]=[C:5]([CH3:7])[N:4]([C:8]2[CH:9]=[C:10]([CH:25]=[CH:26][CH:27]=2)[O:11][C:12]2[CH:24]=[CH:23][C:22]3[C:21]4[C:16](=[CH:17][CH:18]=[CH:19][CH:20]=4)[N:15]([C:29]4[CH:34]=[C:33]([F:35])[CH:32]=[CH:31][N:30]=4)[C:14]=3[CH:13]=2)[N:3]=1. The yield is 0.900. (4) The reactants are C([SiH](C(C)C)C(C)C)(C)C.FC(F)(F)C(O)=O.[Cl:18][C:19]1[CH:20]=[C:21]([N:26]2[C:30](=[O:31])[O:29][N:28]=[C:27]2[C:32]2[C:36]([NH:37][CH2:38][CH2:39][NH:40]C(C3C=CC=CC=3)(C3C=CC=CC=3)C3C=CC=CC=3)=[N:35][O:34][N:33]=2)[CH:22]=[CH:23][C:24]=1[F:25]. No catalyst specified. The product is [ClH:18].[NH2:40][CH2:39][CH2:38][NH:37][C:36]1[C:32]([C:27]2[N:26]([C:21]3[CH:22]=[CH:23][C:24]([F:25])=[C:19]([Cl:18])[CH:20]=3)[C:30](=[O:31])[O:29][N:28]=2)=[N:33][O:34][N:35]=1. The yield is 0.980. (5) The reactants are [NH2:1][CH2:2][C@@H:3]1[C@H:7]([OH:8])[CH2:6][N:5]([C:9]([O:11][C:12]([CH3:15])([CH3:14])[CH3:13])=[O:10])[CH2:4]1.C(N(CC)CC)C.[F:23][C:24]([F:35])([F:34])[C:25](O[C:25](=[O:26])[C:24]([F:35])([F:34])[F:23])=[O:26]. The catalyst is C(Cl)Cl.CN(C1C=CN=CC=1)C. The product is [OH:8][C@H:7]1[C@@H:3]([CH2:2][NH:1][C:25](=[O:26])[C:24]([F:35])([F:34])[F:23])[CH2:4][N:5]([C:9]([O:11][C:12]([CH3:15])([CH3:14])[CH3:13])=[O:10])[CH2:6]1. The yield is 0.560.